This data is from HIV replication inhibition screening data with 41,000+ compounds from the AIDS Antiviral Screen. The task is: Binary Classification. Given a drug SMILES string, predict its activity (active/inactive) in a high-throughput screening assay against a specified biological target. (1) The compound is C=CC(C)(C)C12CC3C(=O)NC(CC(C)C)C(=O)N3C1N(C(C)=O)c1ccccc12. The result is 0 (inactive). (2) The compound is COc1ccc(C(c2ccccc2)N2C(=O)CCC2C(=O)O)cc1OC. The result is 0 (inactive). (3) The drug is COc1cccc2c1[OH+][Cu-3]1([n+]3ccccc3)[S+]=C(N)[N-][N+]1=C2. The result is 0 (inactive). (4) The molecule is COC(=O)c1c2c(cc3c1CC1(Cc4cc5c(c(C=O)c4C1)CCCC5)C3)CCCC2. The result is 0 (inactive). (5) The result is 0 (inactive). The compound is CN(C)CCCNC(=O)c1cc(NC(=O)c2cc(NC(=O)c3cc(NC(=O)c4cccc(C(=O)Nc5cc(C(=O)Nc6cc(C(=O)Nc7cc(C(=O)NCCCN(C)C)n(C)c7)n(C)c6)n(C)c5)n4)cn3C)cn2C)cn1C.